Dataset: Catalyst prediction with 721,799 reactions and 888 catalyst types from USPTO. Task: Predict which catalyst facilitates the given reaction. (1) Reactant: [O:1]=[C:2]1[C:23]2[C:18](=[CH:19][CH:20]=[CH:21][CH:22]=2)[O:17][C:4]2([CH2:9][CH2:8][N:7]([C:10]([O:12][C:13]([CH3:16])([CH3:15])[CH3:14])=[O:11])[CH2:6][CH2:5]2)[CH2:3]1.C[Si]([N-][Si](C)(C)C)(C)C.[Li+].[F:34][C:35]([F:54])([F:53])[S:36](N(C1C=CC=CC=1)[S:36]([C:35]([F:54])([F:53])[F:34])(=[O:38])=[O:37])(=[O:38])=[O:37]. Product: [F:34][C:35]([F:54])([F:53])[S:36]([O:1][C:2]1[C:23]2[C:18](=[CH:19][CH:20]=[CH:21][CH:22]=2)[O:17][C:4]2([CH2:5][CH2:6][N:7]([C:10]([O:12][C:13]([CH3:16])([CH3:15])[CH3:14])=[O:11])[CH2:8][CH2:9]2)[CH:3]=1)(=[O:38])=[O:37]. The catalyst class is: 1. (2) Product: [CH3:39][N:38]1[C:34]([C:30]2[CH:29]=[C:28]([NH:27][C:26]([NH:18][CH2:17][C@H:12]3[C@@H:13]([CH3:16])[CH2:14][CH2:15][N:10]([CH2:9][CH2:8][C:5]4[CH:6]=[CH:7][C:2]([F:1])=[CH:3][CH:4]=4)[CH2:11]3)=[O:25])[CH:33]=[CH:32][CH:31]=2)=[N:35][N:36]=[N:37]1. The catalyst class is: 9. Reactant: [F:1][C:2]1[CH:7]=[CH:6][C:5]([CH2:8][CH2:9][N:10]2[CH2:15][CH2:14][C@H:13]([CH3:16])[C@H:12]([CH2:17][NH2:18])[CH2:11]2)=[CH:4][CH:3]=1.C1([O:25][C:26](=O)[NH:27][C:28]2[CH:33]=[CH:32][CH:31]=[C:30]([C:34]3[N:38]([CH3:39])[N:37]=[N:36][N:35]=3)[CH:29]=2)C=CC=CC=1.C(N(CC)CC)C. (3) Reactant: [C:1](OC(=O)C)(=[O:3])[CH3:2].[CH3:8][C@@:9]12[C@@H:25]([OH:26])[CH2:24][CH2:23][C@H:22]1[C@H:21]1[C@@H:12]([C:13]3[CH:14]=[CH:15][C:16]([OH:27])=[CH:17][C:18]=3[CH2:19][CH2:20]1)[CH2:11][CH2:10]2.[CH3:28][C:29](C)=[O:30].C(Cl)Cl. Product: [CH3:2][C:1]([O:26][CH:25]1[C:9]2([CH3:8])[CH2:10][CH2:11][CH:12]3[C:13]4[CH:14]=[CH:15][C:16]([O:27][C:29]([CH3:28])=[O:30])=[CH:17][C:18]=4[CH2:19][CH2:20][CH:21]3[CH:22]2[CH2:23][CH2:24]1)=[O:3]. The catalyst class is: 17. (4) Product: [CH3:1][O:2][C:3]1[CH:4]=[CH:5][C:6]([CH2:7][C:9]2[CH:37]=[CH:36][C:12]3[N:13]([CH2:17][CH2:18][O:19][C:20]4[CH:35]=[CH:34][C:23]([CH2:24][CH:25]([C:26]([O:28][CH3:29])=[O:27])[C:30]([O:32][CH3:33])=[O:31])=[CH:22][CH:21]=4)[C:14](=[O:16])[S:15][C:11]=3[CH:10]=2)=[CH:38][CH:39]=1. Reactant: [CH3:1][O:2][C:3]1[CH:39]=[CH:38][C:6]([C:7]([C:9]2[CH:37]=[CH:36][C:12]3[N:13]([CH2:17][CH2:18][O:19][C:20]4[CH:35]=[CH:34][C:23]([CH2:24][CH:25]([C:30]([O:32][CH3:33])=[O:31])[C:26]([O:28][CH3:29])=[O:27])=[CH:22][CH:21]=4)[C:14](=[O:16])[S:15][C:11]=3[CH:10]=2)=O)=[CH:5][CH:4]=1. The catalyst class is: 5. (5) Reactant: Br[C:2]1[CH:3]=[C:4]([O:11][CH3:12])[C:5]2[O:9][CH2:8][O:7][C:6]=2[CH:10]=1.[Cl-].[Li+].C([Mg+])(C)C.[Cl-].C(O[B:24]1[O:28][C:27]([CH3:30])([CH3:29])[C:26]([CH3:32])([CH3:31])[O:25]1)(C)C.[NH4+].[Cl-].Cl. Product: [CH3:12][O:11][C:4]1[C:5]2[O:9][CH2:8][O:7][C:6]=2[CH:10]=[C:2]([B:24]2[O:28][C:27]([CH3:30])([CH3:29])[C:26]([CH3:32])([CH3:31])[O:25]2)[CH:3]=1. The catalyst class is: 54. (6) Reactant: Cl.O.[OH:3][C:4]12[C:15]3[C:10](=[C:11]([N+:16]([O-])=O)[CH:12]=[CH:13][CH:14]=3)[C:9](=[O:19])[C:8]1([NH:20][C:21]([C:23]1[N:28]3[N:29]=[N:30][N:31]=[C:27]3[CH:26]=[CH:25][CH:24]=1)=[O:22])[C:7]1[CH:32]=[CH:33][C:34]([CH:36]([CH3:38])[CH3:37])=[CH:35][C:6]=1[O:5]2. Product: [NH2:16][C:11]1[CH:12]=[CH:13][CH:14]=[C:15]2[C:10]=1[C:9](=[O:19])[C:8]1([NH:20][C:21]([C:23]3[N:28]4[N:29]=[N:30][N:31]=[C:27]4[CH:26]=[CH:25][CH:24]=3)=[O:22])[C:7]3[CH:32]=[CH:33][C:34]([CH:36]([CH3:37])[CH3:38])=[CH:35][C:6]=3[O:5][C:4]12[OH:3]. The catalyst class is: 186. (7) Reactant: [C:1]([O:5][C:6](=[O:26])[NH:7][C@@H:8]1[C:17]2[C:12](=[CH:13][CH:14]=[CH:15][CH:16]=2)[C@@H:11]([O:18][C:19]2[CH:24]=[CH:23][N:22]=[C:21](Cl)[CH:20]=2)[CH2:10][CH2:9]1)([CH3:4])([CH3:3])[CH3:2].[CH3:27][O:28][CH2:29][C:30]([NH2:32])=[O:31].CC1(C)C2C(=C(P(C3C=CC=CC=3)C3C=CC=CC=3)C=CC=2)OC2C(P(C3C=CC=CC=3)C3C=CC=CC=3)=CC=CC1=2.C(=O)([O-])[O-].[K+].[K+]. Product: [C:1]([O:5][C:6](=[O:26])[NH:7][C@@H:8]1[C:17]2[C:12](=[CH:13][CH:14]=[CH:15][CH:16]=2)[C@@H:11]([O:18][C:19]2[CH:24]=[CH:23][N:22]=[C:21]([NH:32][C:30](=[O:31])[CH2:29][O:28][CH3:27])[CH:20]=2)[CH2:10][CH2:9]1)([CH3:4])([CH3:3])[CH3:2]. The catalyst class is: 160.